Dataset: NCI-60 drug combinations with 297,098 pairs across 59 cell lines. Task: Regression. Given two drug SMILES strings and cell line genomic features, predict the synergy score measuring deviation from expected non-interaction effect. (1) Drug 1: CC1=C2C(C(=O)C3(C(CC4C(C3C(C(C2(C)C)(CC1OC(=O)C(C(C5=CC=CC=C5)NC(=O)C6=CC=CC=C6)O)O)OC(=O)C7=CC=CC=C7)(CO4)OC(=O)C)O)C)OC(=O)C. Drug 2: C1CCC(C(C1)N)N.C(=O)(C(=O)[O-])[O-].[Pt+4]. Cell line: 786-0. Synergy scores: CSS=38.8, Synergy_ZIP=-5.99, Synergy_Bliss=0.379, Synergy_Loewe=-7.27, Synergy_HSA=5.06. (2) Drug 1: CC1OCC2C(O1)C(C(C(O2)OC3C4COC(=O)C4C(C5=CC6=C(C=C35)OCO6)C7=CC(=C(C(=C7)OC)O)OC)O)O. Drug 2: C1=C(C(=O)NC(=O)N1)F. Cell line: COLO 205. Synergy scores: CSS=76.1, Synergy_ZIP=-1.94, Synergy_Bliss=-2.72, Synergy_Loewe=4.31, Synergy_HSA=5.37. (3) Drug 1: COC1=C2C(=CC3=C1OC=C3)C=CC(=O)O2. Drug 2: CC1CCCC2(C(O2)CC(NC(=O)CC(C(C(=O)C(C1O)C)(C)C)O)C(=CC3=CSC(=N3)C)C)C. Cell line: MOLT-4. Synergy scores: CSS=62.8, Synergy_ZIP=1.01, Synergy_Bliss=1.09, Synergy_Loewe=-31.3, Synergy_HSA=-0.0167. (4) Drug 1: CC(C)CN1C=NC2=C1C3=CC=CC=C3N=C2N. Drug 2: C(CCl)NC(=O)N(CCCl)N=O. Cell line: SF-539. Synergy scores: CSS=11.0, Synergy_ZIP=-4.19, Synergy_Bliss=-4.02, Synergy_Loewe=-1.69, Synergy_HSA=-2.99. (5) Drug 1: CC1=C(C=C(C=C1)NC2=NC=CC(=N2)N(C)C3=CC4=NN(C(=C4C=C3)C)C)S(=O)(=O)N.Cl. Drug 2: C1CNP(=O)(OC1)N(CCCl)CCCl. Cell line: OVCAR-5. Synergy scores: CSS=-2.86, Synergy_ZIP=1.02, Synergy_Bliss=-0.380, Synergy_Loewe=-2.39, Synergy_HSA=-2.38. (6) Drug 1: COC1=C(C=C2C(=C1)N=CN=C2NC3=CC(=C(C=C3)F)Cl)OCCCN4CCOCC4. Drug 2: C1=CC(=C2C(=C1NCCNCCO)C(=O)C3=C(C=CC(=C3C2=O)O)O)NCCNCCO. Cell line: SK-MEL-28. Synergy scores: CSS=58.1, Synergy_ZIP=10.9, Synergy_Bliss=11.5, Synergy_Loewe=0.190, Synergy_HSA=15.0. (7) Synergy scores: CSS=58.9, Synergy_ZIP=-3.41, Synergy_Bliss=-10.9, Synergy_Loewe=-30.8, Synergy_HSA=-10.6. Drug 2: CC=C1C(=O)NC(C(=O)OC2CC(=O)NC(C(=O)NC(CSSCCC=C2)C(=O)N1)C(C)C)C(C)C. Cell line: HCC-2998. Drug 1: CS(=O)(=O)C1=CC(=C(C=C1)C(=O)NC2=CC(=C(C=C2)Cl)C3=CC=CC=N3)Cl.